This data is from Catalyst prediction with 721,799 reactions and 888 catalyst types from USPTO. The task is: Predict which catalyst facilitates the given reaction. (1) Reactant: [CH3:1][N:2]1[CH2:6][CH2:5][NH:4][C:3]1=[O:7].[H-].[Na+].Cl[CH2:11][C:12]1[CH:13]=[CH:14][C:15]([C:18]2[S:26][C:25]3[C:20](=[N:21][CH:22]=[CH:23][C:24]=3[O:27][C:28]3[CH:33]=[CH:32][C:31]([NH:34][C:35]([NH:37][CH:38]4[CH2:40][CH2:39]4)=[O:36])=[CH:30][C:29]=3[F:41])[CH:19]=2)=[N:16][CH:17]=1.O. Product: [CH:38]1([NH:37][C:35]([NH:34][C:31]2[CH:32]=[CH:33][C:28]([O:27][C:24]3[CH:23]=[CH:22][N:21]=[C:20]4[CH:19]=[C:18]([C:15]5[CH:14]=[CH:13][C:12]([CH2:11][N:4]6[CH2:5][CH2:6][N:2]([CH3:1])[C:3]6=[O:7])=[CH:17][N:16]=5)[S:26][C:25]=34)=[C:29]([F:41])[CH:30]=2)=[O:36])[CH2:39][CH2:40]1. The catalyst class is: 3. (2) Reactant: O=[O+][O-].[CH2:4]([C:7]1[CH:16]=[CH:15][C:10]2[C:11](=[O:14])[O:12][CH2:13][C:9]=2[CH:8]=1)[CH:5]=C.[O:17]=[C:18]1[CH2:23][NH:22][CH2:21][CH2:20][N:19]1[CH:24]1[CH2:33][CH2:32][C:31]2[CH:30]=[C:29]([C:34]#[N:35])[CH:28]=[CH:27][C:26]=2[CH2:25]1.C(O[BH-](OC(=O)C)OC(=O)C)(=O)C.[Na+]. Product: [O:17]=[C:18]1[CH2:23][N:22]([CH2:5][CH2:4][C:7]2[CH:16]=[CH:15][C:10]3[C:11](=[O:14])[O:12][CH2:13][C:9]=3[CH:8]=2)[CH2:21][CH2:20][N:19]1[CH:24]1[CH2:33][CH2:32][C:31]2[CH:30]=[C:29]([C:34]#[N:35])[CH:28]=[CH:27][C:26]=2[CH2:25]1. The catalyst class is: 2. (3) Reactant: C([NH:8][S:9]([CH3:12])(=[O:11])=[O:10])C1C=CC=CC=1.C([Li])CCC.[C:18]1(=[O:22])[CH2:21][CH2:20][CH2:19]1.C(O)(=O)C. Product: [OH:22][C:18]1([CH2:12][S:9]([NH2:8])(=[O:10])=[O:11])[CH2:21][CH2:20][CH2:19]1. The catalyst class is: 134. (4) Reactant: [C:1]1([C:21]2[CH:26]=[CH:25][CH:24]=[CH:23][CH:22]=2)[CH:6]=[CH:5][C:4]([C:7]([NH:9][C@H:10]2[CH2:15][CH2:14][CH2:13][CH2:12][C@H:11]2[C:16]([O:18]CC)=[O:17])=[O:8])=[CH:3][CH:2]=1.[OH-].[Li+]. Product: [C:1]1([C:21]2[CH:22]=[CH:23][CH:24]=[CH:25][CH:26]=2)[CH:2]=[CH:3][C:4]([C:7]([NH:9][C@H:10]2[CH2:15][CH2:14][CH2:13][CH2:12][C@H:11]2[C:16]([OH:18])=[O:17])=[O:8])=[CH:5][CH:6]=1. The catalyst class is: 24. (5) Reactant: C(O[C:4]([N:6]1[CH2:18][C@H:17]2[C@H:9]([CH2:10][C:11]3[C:16]2=[CH:15][C:14]([C:19]2[CH:24]=[CH:23][CH:22]=[CH:21][CH:20]=2)=[CH:13][C:12]=3[CH3:25])[CH2:8][CH2:7]1)=O)C.[H-].[H-].[H-].[H-].[Li+].[Al+3]. Product: [CH3:4][N:6]1[CH2:18][C@H:17]2[C@H:9]([CH2:10][C:11]3[C:16]2=[CH:15][C:14]([C:19]2[CH:24]=[CH:23][CH:22]=[CH:21][CH:20]=2)=[CH:13][C:12]=3[CH3:25])[CH2:8][CH2:7]1. The catalyst class is: 1. (6) Reactant: I[C:2]1[CH:7]=[CH:6][N:5]=[C:4]2[S:8][C:9]([C:11]([O:13][CH2:14][CH3:15])=[O:12])=[CH:10][C:3]=12.[CH2:16]([NH2:24])[CH2:17][C:18]1[CH:23]=[CH:22][CH:21]=[CH:20][CH:19]=1.C(N(CC)CC)C.O. Product: [CH2:16]([NH:24][C:2]1[CH:7]=[CH:6][N:5]=[C:4]2[S:8][C:9]([C:11]([O:13][CH2:14][CH3:15])=[O:12])=[CH:10][C:3]=12)[CH2:17][C:18]1[CH:23]=[CH:22][CH:21]=[CH:20][CH:19]=1. The catalyst class is: 10. (7) Reactant: [C:1]([C:5]1[CH:10]=[CH:9][C:8]([NH:11][C:12](=[O:23])[NH:13][C@H:14]([CH:20]([CH3:22])[CH3:21])[CH2:15][C:16](OC)=[O:17])=[CH:7][CH:6]=1)([CH3:4])([CH3:3])[CH3:2].[Li+].[BH4-]. Product: [C:1]([C:5]1[CH:10]=[CH:9][C:8]([NH:11][C:12]([NH:13][C@H:14]([CH:20]([CH3:22])[CH3:21])[CH2:15][CH2:16][OH:17])=[O:23])=[CH:7][CH:6]=1)([CH3:4])([CH3:3])[CH3:2]. The catalyst class is: 1.